From a dataset of Catalyst prediction with 721,799 reactions and 888 catalyst types from USPTO. Predict which catalyst facilitates the given reaction. (1) Reactant: [Br:1][C:2]1[CH:7]=[CH:6][C:5]([CH:8]([C:25]2[CH:30]=[CH:29][CH:28]=[CH:27][C:26]=2[CH3:31])[CH2:9][C:10]([C@H:12]2[CH2:17][CH2:16][C@H:15]([O:18]C3CCCCO3)[CH2:14][CH2:13]2)=[O:11])=[CH:4][CH:3]=1.FC(F)(F)C(O)=O. Product: [Br:1][C:2]1[CH:7]=[CH:6][C:5]([CH:8]([C:25]2[CH:30]=[CH:29][CH:28]=[CH:27][C:26]=2[CH3:31])[CH2:9][C:10]([C@H:12]2[CH2:17][CH2:16][C@H:15]([OH:18])[CH2:14][CH2:13]2)=[O:11])=[CH:4][CH:3]=1. The catalyst class is: 5. (2) Reactant: [Br:1][C:2]1[CH:11]=[CH:10][CH:9]=[C:8]2[C:3]=1[CH:4]=[CH:5][N:6](C(C1C=CC=CC=1)=O)[CH:7]2[C:12]#N.BrC[CH2:24][C:25]([O:27][C:28]([CH3:31])([CH3:30])[CH3:29])=[O:26].[H-].[Na+].[OH-].[Li+]. Product: [Br:1][C:2]1[CH:11]=[CH:10][CH:9]=[C:8]2[C:3]=1[CH:4]=[CH:5][N:6]=[C:7]2[CH2:12][CH2:24][C:25]([O:27][C:28]([CH3:31])([CH3:30])[CH3:29])=[O:26]. The catalyst class is: 20. (3) Reactant: [Br:1][C:2]1[CH:7]=[CH:6][C:5]([C:8]2[C:13]([CH3:14])=[CH:12][CH:11]=[CH:10][C:9]=2[CH2:15][OH:16])=[CH:4][C:3]=1[CH3:17].N1C=CN=C1.[C:23]([Si:27](Cl)([CH3:29])[CH3:28])([CH3:26])([CH3:25])[CH3:24]. Product: [Br:1][C:2]1[CH:7]=[CH:6][C:5]([C:8]2[C:13]([CH3:14])=[CH:12][CH:11]=[CH:10][C:9]=2[CH2:15][O:16][Si:27]([C:23]([CH3:26])([CH3:25])[CH3:24])([CH3:29])[CH3:28])=[CH:4][C:3]=1[CH3:17]. The catalyst class is: 3. (4) The catalyst class is: 3. Product: [CH2:1]([N:2]1[CH:6]=[C:5]([C:7]2[N:12]=[C:11]3[N:13]([CH2:16][C:17]4[CH:18]=[C:19]5[C:24](=[CH:25][CH:26]=4)[N:23]=[CH:22][CH:21]=[CH:20]5)[N:14]=[N:15][C:10]3=[CH:9][CH:8]=2)[CH:4]=[N:3]1)[CH:31]([CH3:32])[CH3:30]. Reactant: [CH3:1][N:2]1[CH:6]=[C:5]([C:7]2[N:12]=[C:11]3[N:13]([CH2:16][C:17]4[CH:18]=[C:19]5[C:24](=[CH:25][CH:26]=4)[N:23]=[CH:22][CH:21]=[CH:20]5)[N:14]=[N:15][C:10]3=[CH:9][CH:8]=2)[CH:4]=[N:3]1.[H-].[Na+].Br[CH2:30][CH:31](C)[CH3:32]. (5) Reactant: Br[C:2]1[N:7]=[CH:6][N:5]2[C:8]([CH3:11])=[N:9][N:10]=[C:4]2[C:3]=1[C:12]1[CH:17]=[CH:16][CH:15]=[CH:14][CH:13]=1.[CH:18]([C:20]1[CH:25]=[CH:24][C:23](B(O)O)=[CH:22][CH:21]=1)=[O:19].C([O-])([O-])=O.[Cs+].[Cs+]. Product: [CH3:11][C:8]1[N:5]2[CH:6]=[N:7][C:2]([C:23]3[CH:24]=[CH:25][C:20]([CH:18]=[O:19])=[CH:21][CH:22]=3)=[C:3]([C:12]3[CH:17]=[CH:16][CH:15]=[CH:14][CH:13]=3)[C:4]2=[N:10][N:9]=1. The catalyst class is: 117.